This data is from NCI-60 drug combinations with 297,098 pairs across 59 cell lines. The task is: Regression. Given two drug SMILES strings and cell line genomic features, predict the synergy score measuring deviation from expected non-interaction effect. Drug 1: CC1CCC2CC(C(=CC=CC=CC(CC(C(=O)C(C(C(=CC(C(=O)CC(OC(=O)C3CCCCN3C(=O)C(=O)C1(O2)O)C(C)CC4CCC(C(C4)OC)O)C)C)O)OC)C)C)C)OC. Drug 2: CC1=C(N=C(N=C1N)C(CC(=O)N)NCC(C(=O)N)N)C(=O)NC(C(C2=CN=CN2)OC3C(C(C(C(O3)CO)O)O)OC4C(C(C(C(O4)CO)O)OC(=O)N)O)C(=O)NC(C)C(C(C)C(=O)NC(C(C)O)C(=O)NCCC5=NC(=CS5)C6=NC(=CS6)C(=O)NCCC[S+](C)C)O. Cell line: SF-295. Synergy scores: CSS=47.3, Synergy_ZIP=-0.832, Synergy_Bliss=-0.651, Synergy_Loewe=1.77, Synergy_HSA=2.66.